From a dataset of Retrosynthesis with 50K atom-mapped reactions and 10 reaction types from USPTO. Predict the reactants needed to synthesize the given product. (1) Given the product CC[C@@H]1C(=O)N(C)c2cnc(-c3ccncc3N)nc2N1C1CCCC1, predict the reactants needed to synthesize it. The reactants are: CC[C@@H]1C(=O)N(C)c2cnc(-c3ccncc3NC(=O)OC(C)(C)C)nc2N1C1CCCC1. (2) Given the product Cc1cc(C(=O)Nc2ccc(CO)cc2)nn1Cc1cc(Cl)cc2cc(C(C)C)oc12, predict the reactants needed to synthesize it. The reactants are: Cc1cc(C(=O)O)nn1Cc1cc(Cl)cc2cc(C(C)C)oc12.Nc1ccc(CO)cc1. (3) Given the product Cc1nc(-c2ccc(-c3cccs3)cc2)c(-c2ccc(S(C)(=O)=O)cc2)o1, predict the reactants needed to synthesize it. The reactants are: Cc1nc(-c2ccc(Br)cc2)c(-c2ccc(S(C)(=O)=O)cc2)o1.OB(O)c1cccs1. (4) Given the product CC1(c2ccc(Nc3ncc(Cl)c(NC4CC4)n3)cc2)OCCO1, predict the reactants needed to synthesize it. The reactants are: CC(=O)c1ccc(Nc2ncc(Cl)c(NC3CC3)n2)cc1.OCCO. (5) Given the product CC(C)(C)OC(=O)NC1(c2ccc(-c3c(-c4ccccc4)oc4c(N5CCNC(=O)C5)cccc4c3=O)cc2)CCC1, predict the reactants needed to synthesize it. The reactants are: CC(C)(C)OC(=O)NC1(c2ccc(-c3c(-c4ccccc4)oc4c(N5CCOCC5)cccc4c3=O)cc2)CCC1.O=C1CNCCN1. (6) Given the product Oc1ccc(Br)cc1C=Nc1cc(Cl)cc(Cl)c1, predict the reactants needed to synthesize it. The reactants are: Nc1cc(Cl)cc(Cl)c1.O=Cc1cc(Br)ccc1O.